Dataset: Full USPTO retrosynthesis dataset with 1.9M reactions from patents (1976-2016). Task: Predict the reactants needed to synthesize the given product. (1) Given the product [Cl:34][C:28]1[CH:27]=[C:26]([C:23]2[CH:24]=[CH:25][N:21]([CH2:20][C@@H:19]([NH:18][C:6]([C:3]3[CH:4]=[CH:5][NH:1][N:2]=3)=[O:8])[CH3:35])[N:22]=2)[CH:33]=[CH:32][C:29]=1[C:30]#[N:31], predict the reactants needed to synthesize it. The reactants are: [NH:1]1[CH:5]=[CH:4][C:3]([C:6]([OH:8])=O)=[N:2]1.CCN(C(C)C)C(C)C.[NH2:18][C@@H:19]([CH3:35])[CH2:20][N:21]1[CH:25]=[CH:24][C:23]([C:26]2[CH:33]=[CH:32][C:29]([C:30]#[N:31])=[C:28]([Cl:34])[CH:27]=2)=[N:22]1. (2) The reactants are: Br[CH:2]1[CH2:8][CH2:7][CH2:6][O:5][C:3]1=O.[OH:9][C:10]1[CH:15]=[CH:14][C:13]([C:16](=[S:18])[NH2:17])=[CH:12][C:11]=1[CH2:19][CH2:20][CH3:21]. Given the product [S:18]1[C:2]2[CH2:8][CH2:7][CH2:6][O:5][C:3]=2[N:17]=[C:16]1[C:13]1[CH:14]=[CH:15][C:10]([OH:9])=[C:11]([CH2:19][CH2:20][CH3:21])[CH:12]=1, predict the reactants needed to synthesize it.